From a dataset of Reaction yield outcomes from USPTO patents with 853,638 reactions. Predict the reaction yield, written as a fraction of the theoretical maximum amount of product (1.0 means a 100% yield; for example, 0.34 means a 34% yield). (1) The reactants are [Cl:1][C:2]1[C:7]([NH2:8])=[C:6]([Cl:9])[N:5]=[CH:4][N:3]=1.[CH:10]1([CH2:13][C:14](Cl)=[O:15])[CH2:12][CH2:11]1.O1CCCC1. The yield is 0.350. The product is [CH:10]1([CH2:13][C:14]([NH:8][C:7]2[C:2]([Cl:1])=[N:3][CH:4]=[N:5][C:6]=2[Cl:9])=[O:15])[CH2:12][CH2:11]1. The catalyst is C(OCC)C. (2) The reactants are O[C:2]([C:11]([F:14])([F:13])[F:12])([CH2:8][CH:9]=O)[C:3](OCC)=[O:4].O.[NH2:16][NH2:17]. The catalyst is CCO. The product is [F:12][C:11]([F:14])([F:13])[C:2]1[C:3](=[O:4])[NH:16][N:17]=[CH:9][CH:8]=1. The yield is 0.770.